Dataset: Forward reaction prediction with 1.9M reactions from USPTO patents (1976-2016). Task: Predict the product of the given reaction. (1) Given the reactants [Br:1][C:2]1[C:7]([CH3:8])=[CH:6][C:5]([OH:9])=[CH:4][C:3]=1[CH3:10].[H-].[Na+].[CH2:13]([O:15][P:16]([CH2:21][CH2:22][CH2:23]Br)(=[O:20])[O:17][CH2:18][CH3:19])[CH3:14], predict the reaction product. The product is: [CH2:18]([O:17][P:16]([CH2:21][CH2:22][CH2:23][O:9][C:5]1[CH:6]=[C:7]([CH3:8])[C:2]([Br:1])=[C:3]([CH3:10])[CH:4]=1)(=[O:20])[O:15][CH2:13][CH3:14])[CH3:19]. (2) Given the reactants [Br:1][C:2]1[C:10]([Cl:11])=[CH:9][C:5]([C:6](O)=[O:7])=[C:4]([N+:12]([O-:14])=[O:13])[CH:3]=1.CC[N:17](CC)CC.ClC(OCC)=O.N.O, predict the reaction product. The product is: [Br:1][C:2]1[C:10]([Cl:11])=[CH:9][C:5]([C:6]([NH2:17])=[O:7])=[C:4]([N+:12]([O-:14])=[O:13])[CH:3]=1. (3) Given the reactants [CH3:1][C:2]1([CH3:11])[O:6][C@@:5]([CH3:10])([CH:7]=[N:8][OH:9])[CH2:4][O:3]1.[Cl:12]N1C(=O)CCC1=O, predict the reaction product. The product is: [OH:9][N:8]=[C:7]([Cl:12])[C@@:5]1([CH3:10])[CH2:4][O:3][C:2]([CH3:11])([CH3:1])[O:6]1.